Dataset: Reaction yield outcomes from USPTO patents with 853,638 reactions. Task: Predict the reaction yield, written as a fraction of the theoretical maximum amount of product (1.0 means a 100% yield; for example, 0.34 means a 34% yield). (1) The reactants are [Br:1][C:2]1[C:3]([F:19])=[CH:4][C:5]([N+:16]([O-:18])=[O:17])=[C:6]([NH:8][C:9]2[CH:14]=[CH:13][N:12]=[C:11](Cl)[N:10]=2)[CH:7]=1.[OH-].[NH4+:21].[NH4+]. The catalyst is CC(O)C. The product is [Br:1][C:2]1[C:3]([F:19])=[CH:4][C:5]([N+:16]([O-:18])=[O:17])=[C:6]([NH:8][C:9]2[CH:14]=[CH:13][N:12]=[C:11]([NH2:21])[N:10]=2)[CH:7]=1. The yield is 0.630. (2) The reactants are [CH3:1][O:2][CH2:3][CH2:4][N:5]1[C:14]([C:15]2[S:16][CH:17]=[CH:18][CH:19]=2)=[C:13]([CH:20]=O)[C:12]2[C:7](=[CH:8][CH:9]=[CH:10][CH:11]=2)[C:6]1=[O:22].[CH3:23][O:24][C:25]1[CH:26]=[C:27]([CH:29]=[CH:30][CH:31]=1)[NH2:28].C(O[BH-](OC(=O)C)OC(=O)C)(=O)C.[Na+]. The catalyst is C1(C)C=CC=CC=1. The product is [CH3:1][O:2][CH2:3][CH2:4][N:5]1[C:14]([C:15]2[S:16][CH:17]=[CH:18][CH:19]=2)=[C:13]([CH2:20][NH:28][C:27]2[CH:29]=[CH:30][CH:31]=[C:25]([O:24][CH3:23])[CH:26]=2)[C:12]2[C:7](=[CH:8][CH:9]=[CH:10][CH:11]=2)[C:6]1=[O:22]. The yield is 0.640.